Dataset: Full USPTO retrosynthesis dataset with 1.9M reactions from patents (1976-2016). Task: Predict the reactants needed to synthesize the given product. (1) Given the product [O:1]1[CH2:5][CH2:4][O:3][CH:2]1[C:6]1[CH:7]=[C:8]2[C:12](=[CH:13][CH:14]=1)[N:11]([CH2:15][O:16][CH2:17][CH2:18][Si:19]([CH3:22])([CH3:21])[CH3:20])[N:10]=[C:9]2[O:32][CH2:31][CH2:30][N:24]1[CH2:29][CH2:28][O:27][CH2:26][CH2:25]1, predict the reactants needed to synthesize it. The reactants are: [O:1]1[CH2:5][CH2:4][O:3][CH:2]1[C:6]1[CH:7]=[C:8]2[C:12](=[CH:13][CH:14]=1)[N:11]([CH2:15][O:16][CH2:17][CH2:18][Si:19]([CH3:22])([CH3:21])[CH3:20])[N:10]=[C:9]2I.[N:24]1([CH2:30][CH2:31][OH:32])[CH2:29][CH2:28][O:27][CH2:26][CH2:25]1. (2) Given the product [Cl:1][C:2]1[CH:27]=[CH:26][CH:25]=[CH:24][C:3]=1[C:4]([NH:6][C:7](=[O:23])[NH:8][C:9]1[S:10][C:11]2[CH:17]=[C:16]([S:18]([CH2:21][CH2:22][N:28]3[CH2:33][CH2:32][O:31][CH2:30][CH2:29]3)(=[O:20])=[O:19])[CH:15]=[CH:14][C:12]=2[N:13]=1)=[O:5], predict the reactants needed to synthesize it. The reactants are: [Cl:1][C:2]1[CH:27]=[CH:26][CH:25]=[CH:24][C:3]=1[C:4]([NH:6][C:7](=[O:23])[NH:8][C:9]1[S:10][C:11]2[CH:17]=[C:16]([S:18]([CH:21]=[CH2:22])(=[O:20])=[O:19])[CH:15]=[CH:14][C:12]=2[N:13]=1)=[O:5].[NH:28]1[CH2:33][CH2:32][O:31][CH2:30][CH2:29]1.